Dataset: NCI-60 drug combinations with 297,098 pairs across 59 cell lines. Task: Regression. Given two drug SMILES strings and cell line genomic features, predict the synergy score measuring deviation from expected non-interaction effect. (1) Drug 1: CC1OCC2C(O1)C(C(C(O2)OC3C4COC(=O)C4C(C5=CC6=C(C=C35)OCO6)C7=CC(=C(C(=C7)OC)O)OC)O)O. Drug 2: CCCCC(=O)OCC(=O)C1(CC(C2=C(C1)C(=C3C(=C2O)C(=O)C4=C(C3=O)C=CC=C4OC)O)OC5CC(C(C(O5)C)O)NC(=O)C(F)(F)F)O. Cell line: RXF 393. Synergy scores: CSS=12.6, Synergy_ZIP=-7.65, Synergy_Bliss=-9.16, Synergy_Loewe=-6.68, Synergy_HSA=-6.51. (2) Drug 1: CC1=C(C=C(C=C1)NC(=O)C2=CC=C(C=C2)CN3CCN(CC3)C)NC4=NC=CC(=N4)C5=CN=CC=C5. Drug 2: CNC(=O)C1=NC=CC(=C1)OC2=CC=C(C=C2)NC(=O)NC3=CC(=C(C=C3)Cl)C(F)(F)F. Cell line: 786-0. Synergy scores: CSS=-4.52, Synergy_ZIP=1.94, Synergy_Bliss=1.30, Synergy_Loewe=-5.46, Synergy_HSA=-3.52. (3) Drug 1: CC(C1=C(C=CC(=C1Cl)F)Cl)OC2=C(N=CC(=C2)C3=CN(N=C3)C4CCNCC4)N. Drug 2: CC12CCC3C(C1CCC2O)C(CC4=C3C=CC(=C4)O)CCCCCCCCCS(=O)CCCC(C(F)(F)F)(F)F. Cell line: ACHN. Synergy scores: CSS=13.1, Synergy_ZIP=-3.29, Synergy_Bliss=3.21, Synergy_Loewe=3.04, Synergy_HSA=3.08. (4) Drug 1: CN1C(=O)N2C=NC(=C2N=N1)C(=O)N. Drug 2: C1=CN(C=N1)CC(O)(P(=O)(O)O)P(=O)(O)O. Cell line: MOLT-4. Synergy scores: CSS=-0.827, Synergy_ZIP=7.95, Synergy_Bliss=9.39, Synergy_Loewe=7.87, Synergy_HSA=3.25. (5) Drug 1: CC(CN1CC(=O)NC(=O)C1)N2CC(=O)NC(=O)C2. Drug 2: C1=CN(C(=O)N=C1N)C2C(C(C(O2)CO)O)O.Cl. Cell line: NCI/ADR-RES. Synergy scores: CSS=28.1, Synergy_ZIP=-6.13, Synergy_Bliss=-1.01, Synergy_Loewe=-52.7, Synergy_HSA=0.159. (6) Cell line: K-562. Synergy scores: CSS=44.8, Synergy_ZIP=1.21, Synergy_Bliss=3.10, Synergy_Loewe=-9.28, Synergy_HSA=6.91. Drug 2: C(CCl)NC(=O)N(CCCl)N=O. Drug 1: C1=CN(C(=O)N=C1N)C2C(C(C(O2)CO)O)O.Cl. (7) Drug 1: CC1=CC2C(CCC3(C2CCC3(C(=O)C)OC(=O)C)C)C4(C1=CC(=O)CC4)C. Drug 2: C1=C(C(=O)NC(=O)N1)N(CCCl)CCCl. Cell line: IGROV1. Synergy scores: CSS=27.7, Synergy_ZIP=3.37, Synergy_Bliss=2.55, Synergy_Loewe=-8.24, Synergy_HSA=1.37.